Dataset: Catalyst prediction with 721,799 reactions and 888 catalyst types from USPTO. Task: Predict which catalyst facilitates the given reaction. (1) Reactant: Br[C:2]1[CH:11]=[CH:10][C:9]([Br:12])=[CH:8][C:3]=1[O:4][CH2:5][CH2:6]O.P(Br)(Br)Br.[OH-].[Na+].CCOC(C)=O.CCCCCC. Product: [Br:12][C:9]1[CH:10]=[CH:11][C:2]2[CH2:6][CH2:5][O:4][C:3]=2[CH:8]=1. The catalyst class is: 691. (2) Reactant: [CH2:1]([O:8][C:9]([NH:11][C@H:12]([CH2:16][OH:17])[C:13]([OH:15])=O)=[O:10])[C:2]1[CH:7]=[CH:6][CH:5]=[CH:4][CH:3]=1.CN1CCOCC1.ClC(OCC(C)C)=O.[CH2:33]([NH2:40])[C:34]1[CH:39]=[CH:38][CH:37]=[CH:36][CH:35]=1. Product: [CH2:33]([NH:40][C:13](=[O:15])[C@H:12]([NH:11][C:9]([O:8][CH2:1][C:2]1[CH:3]=[CH:4][CH:5]=[CH:6][CH:7]=1)=[O:10])[CH2:16][OH:17])[C:34]1[CH:39]=[CH:38][CH:37]=[CH:36][CH:35]=1. The catalyst class is: 13. (3) Reactant: [Cl:1][C:2]1[CH:8]=[CH:7][C:5]([NH2:6])=[C:4]([F:9])[CH:3]=1.C(N(CC)CC)C.[C:17](Cl)(=[O:22])[C:18]([CH3:21])([CH3:20])[CH3:19].Cl. Product: [Cl:1][C:2]1[CH:8]=[CH:7][C:5]([NH:6][C:17](=[O:22])[C:18]([CH3:21])([CH3:20])[CH3:19])=[C:4]([F:9])[CH:3]=1. The catalyst class is: 1. (4) Reactant: [CH2:1]([N:3]([CH2:14][CH3:15])[C:4]1[CH:5]=[N:6][N:7]2[C:12](I)=[CH:11][CH:10]=[CH:9][C:8]=12)[CH3:2].[CH3:16][C:17]1[CH:22]=[C:21]([CH3:23])[CH:20]=[C:19]([CH3:24])[C:18]=1B(O)O.P([O-])([O-])([O-])=O.[K+].[K+].[K+].[CH:36]1(P(C2CCCCC2)C2C=CC=CC=2C2C3C(C4C=CC=CC=4C=2)=CC=CC=3)CCCC[CH2:37]1. Product: [CH3:16][C:17]1[CH:22]=[C:21]([CH3:23])[CH:20]=[C:19]([CH3:24])[C:18]=1[C:12]1[N:7]2[N:6]=[C:5]([CH2:36][CH3:37])[C:4]([N:3]([CH2:14][CH3:15])[CH2:1][CH3:2])=[C:8]2[CH:9]=[CH:10][CH:11]=1. The catalyst class is: 835. (5) Reactant: [CH3:1][N+:2]([CH3:5])=[CH:3]Cl.[Cl-].CN(C)C=O.P(Cl)(Cl)(Cl)=O.[F:17][C:18]([F:30])([F:29])[C:19]1[CH:24]=[CH:23][C:22]([CH2:25][C:26](O)=[O:27])=[CH:21][CH:20]=1.C([O-])([O-])=O.[Na+].[Na+]. Product: [CH3:1][N:2]([CH3:5])[CH:3]=[C:25]([C:22]1[CH:21]=[CH:20][C:19]([C:18]([F:17])([F:29])[F:30])=[CH:24][CH:23]=1)[CH:26]=[O:27]. The catalyst class is: 226. (6) Reactant: Cl[C:2]1[CH:3]=[CH:4][C:5]2[N:6]([C:8]([C:11]3[S:15][C:14]4[CH:16]=[C:17]([O:20][CH3:21])[CH:18]=[CH:19][C:13]=4[CH:12]=3)=[CH:9][N:10]=2)[N:7]=1.CC1(C)C2C(=C(P(C3C=CC=CC=3)C3C=CC=CC=3)C=CC=2)OC2C(P(C3C=CC=CC=3)C3C=CC=CC=3)=CC=CC1=2.C(=O)([O-])[O-].[K+].[K+].[CH3:70][O:71][C:72]1[CH:73]=[C:74]([CH:76]=[CH:77][C:78]=1[O:79][CH3:80])[NH2:75]. Product: [CH3:21][O:20][C:17]1[CH:18]=[CH:19][C:13]2[CH:12]=[C:11]([C:8]3[N:6]4[N:7]=[C:2]([NH:75][C:74]5[CH:76]=[CH:77][C:78]([O:79][CH3:80])=[C:72]([O:71][CH3:70])[CH:73]=5)[CH:3]=[CH:4][C:5]4=[N:10][CH:9]=3)[S:15][C:14]=2[CH:16]=1. The catalyst class is: 160. (7) Reactant: [CH2:1]([O:8][C:9]1[CH:10]=[C:11]([N:20]([C:25]([O:27][C:28]([CH3:31])([CH3:30])[CH3:29])=[O:26])[CH2:21][CH:22]=[CH:23][Cl:24])[C:12](I)=[C:13]2[C:18]=1[N:17]=[CH:16][CH:15]=[CH:14]2)[C:2]1[CH:7]=[CH:6][CH:5]=[CH:4][CH:3]=1.CC(N=NC(C#N)(C)C)(C#N)C.CCCC[SnH](CCCC)CCCC. Product: [CH2:1]([O:8][C:9]1[CH:10]=[C:11]2[N:20]([C:25]([O:27][C:28]([CH3:31])([CH3:30])[CH3:29])=[O:26])[CH2:21][CH:22]([CH2:23][Cl:24])[C:12]2=[C:13]2[C:18]=1[N:17]=[CH:16][CH:15]=[CH:14]2)[C:2]1[CH:7]=[CH:6][CH:5]=[CH:4][CH:3]=1. The catalyst class is: 48.